This data is from Peptide-MHC class II binding affinity with 134,281 pairs from IEDB. The task is: Regression. Given a peptide amino acid sequence and an MHC pseudo amino acid sequence, predict their binding affinity value. This is MHC class II binding data. (1) The peptide sequence is AYVATVSEALRIIAG. The MHC is HLA-DPA10103-DPB10201 with pseudo-sequence HLA-DPA10103-DPB10201. The binding affinity (normalized) is 0.322. (2) The peptide sequence is TIKLDSEEYHLLYQK. The MHC is DRB1_0101 with pseudo-sequence DRB1_0101. The binding affinity (normalized) is 0.571. (3) The peptide sequence is DGCWYPMEIRPRKTH. The MHC is DRB3_0101 with pseudo-sequence DRB3_0101. The binding affinity (normalized) is 0.